This data is from Full USPTO retrosynthesis dataset with 1.9M reactions from patents (1976-2016). The task is: Predict the reactants needed to synthesize the given product. (1) Given the product [Br:22][C:23]1[CH:28]=[CH:27][C:26]([O:29][CH3:30])=[CH:25][C:24]=1[CH2:31][CH2:32][CH2:33][NH:34][C:2]1[C:3]([C:16]2[CH:21]=[CH:20][CH:19]=[CH:18][CH:17]=2)=[N:4][C:5]2[C:10]([N:11]=1)=[CH:9][C:8]([C:12]([O:14][CH3:15])=[O:13])=[CH:7][CH:6]=2, predict the reactants needed to synthesize it. The reactants are: Br[C:2]1[C:3]([C:16]2[CH:21]=[CH:20][CH:19]=[CH:18][CH:17]=2)=[N:4][C:5]2[C:10]([N:11]=1)=[CH:9][C:8]([C:12]([O:14][CH3:15])=[O:13])=[CH:7][CH:6]=2.[Br:22][C:23]1[CH:28]=[CH:27][C:26]([O:29][CH3:30])=[CH:25][C:24]=1[CH2:31][CH2:32][CH2:33][NH2:34]. (2) The reactants are: CS(O[CH2:6][C@@H:7]([OH:17])[C:8]([CH3:16])([CH3:15])[CH2:9]OS(C)(=O)=O)(=O)=O.[CH2:18]([NH2:25])[C:19]1[CH:24]=[CH:23][CH:22]=[CH:21][CH:20]=1. Given the product [CH2:18]([N:25]1[CH2:9][C:8]([CH3:16])([CH3:15])[C@H:7]([OH:17])[CH2:6]1)[C:19]1[CH:24]=[CH:23][CH:22]=[CH:21][CH:20]=1, predict the reactants needed to synthesize it. (3) The reactants are: [C:1]([O:5][C:6]([N:8]1[CH:12]([CH3:13])[CH2:11][CH2:10][C:9]1([CH2:17][OH:18])[C:14]([OH:16])=O)=[O:7])([CH3:4])([CH3:3])[CH3:2].C(N(CC)C(C)C)(C)C.[Si:28]([O:35][C@H:36]([CH3:44])[C@@H:37]([C:39]1[O:40][CH:41]=[N:42][N:43]=1)[NH2:38])([C:31]([CH3:34])([CH3:33])[CH3:32])([CH3:30])[CH3:29].CN(C(ON1N=NC2C=CC=NC1=2)=[N+](C)C)C.F[P-](F)(F)(F)(F)F. Given the product [Si:28]([O:35][CH:36]([CH3:44])[CH:37]([NH:38][C:14]([C:9]1([CH2:17][OH:18])[CH2:10][CH2:11][CH:12]([CH3:13])[N:8]1[C:6]([O:5][C:1]([CH3:2])([CH3:3])[CH3:4])=[O:7])=[O:16])[C:39]1[O:40][CH:41]=[N:42][N:43]=1)([C:31]([CH3:34])([CH3:32])[CH3:33])([CH3:29])[CH3:30], predict the reactants needed to synthesize it. (4) Given the product [S:18]1[C:14]([C:8]2[C:7]3[C:11](=[CH:12][CH:13]=[C:5]([C:3]([OH:4])=[O:2])[C:6]=3[F:23])[NH:10][N:9]=2)=[CH:15][C:16]2[CH:22]=[CH:21][CH:20]=[CH:19][C:17]1=2, predict the reactants needed to synthesize it. The reactants are: C[O:2][C:3]([C:5]1[C:6]([F:23])=[C:7]2[C:11](=[CH:12][CH:13]=1)[NH:10][N:9]=[C:8]2[C:14]1[S:18][C:17]2[CH:19]=[CH:20][CH:21]=[CH:22][C:16]=2[CH:15]=1)=[O:4].[OH-].[Na+].Cl. (5) Given the product [OH:1][C@@H:2]([CH2:18][N:19]([C:24]1[CH:29]=[CH:28][C:27]([O:30][CH2:32][CH2:33][CH2:34][C:35]#[N:36])=[CH:26][CH:25]=1)[CH2:20][CH:21]([CH3:23])[CH3:22])[CH2:3][O:4][C:5]1[C:17]2[C:16]3[C:11](=[CH:12][CH:13]=[CH:14][CH:15]=3)[NH:10][C:9]=2[CH:8]=[CH:7][CH:6]=1, predict the reactants needed to synthesize it. The reactants are: [OH:1][C@@H:2]([CH2:18][N:19]([C:24]1[CH:29]=[CH:28][C:27]([OH:30])=[CH:26][CH:25]=1)[CH2:20][CH:21]([CH3:23])[CH3:22])[CH2:3][O:4][C:5]1[C:17]2[C:16]3[C:11](=[CH:12][CH:13]=[CH:14][CH:15]=3)[NH:10][C:9]=2[CH:8]=[CH:7][CH:6]=1.Br[CH2:32][CH2:33][CH2:34][C:35]#[N:36].C(=O)([O-])[O-].[K+].[K+].[I-].[K+].